The task is: Predict which catalyst facilitates the given reaction.. This data is from Catalyst prediction with 721,799 reactions and 888 catalyst types from USPTO. Reactant: [I:1][C:2]1[CH:3]=[C:4]([N:8]=[C:9]=[O:10])[CH:5]=[CH:6][CH:7]=1.[NH2:11][C:12]1[CH:13]=[C:14]([CH2:18][O:19][CH2:20][CH2:21][O:22][CH2:23][CH2:24][CH2:25][CH2:26][CH2:27][CH2:28][N:29]2[CH2:33][C@@H:32]([C:34]3[CH:45]=[CH:44][C:37]4[O:38][C:39]([CH3:43])([CH3:42])[O:40][CH2:41][C:36]=4[CH:35]=3)[O:31][C:30]2=[O:46])[CH:15]=[CH:16][CH:17]=1.C(O)(C)C. Product: [CH3:42][C:39]1([CH3:43])[O:38][C:37]2[CH:44]=[CH:45][C:34]([C@H:32]3[O:31][C:30](=[O:46])[N:29]([CH2:28][CH2:27][CH2:26][CH2:25][CH2:24][CH2:23][O:22][CH2:21][CH2:20][O:19][CH2:18][C:14]4[CH:13]=[C:12]([NH:11][C:9]([NH:8][C:4]5[CH:5]=[CH:6][CH:7]=[C:2]([I:1])[CH:3]=5)=[O:10])[CH:17]=[CH:16][CH:15]=4)[CH2:33]3)=[CH:35][C:36]=2[CH2:41][O:40]1. The catalyst class is: 4.